From a dataset of Full USPTO retrosynthesis dataset with 1.9M reactions from patents (1976-2016). Predict the reactants needed to synthesize the given product. (1) Given the product [C:1]([C:3]1[CH:4]=[C:5]2[C:10](=[CH:11][C:12]=1[O:13][CH2:14][CH2:15][CH2:16][C:17]([OH:19])=[O:18])[N:9]=[CH:8][CH:7]=[C:6]2[O:22][C:23]1[CH:28]=[CH:27][C:26]([NH:29][C:30]([NH:32][C:33]2[CH:34]=[CH:35][C:36]([F:39])=[CH:37][CH:38]=2)=[O:31])=[C:25]([F:40])[CH:24]=1)#[N:2], predict the reactants needed to synthesize it. The reactants are: [C:1]([C:3]1[CH:4]=[C:5]2[C:10](=[CH:11][C:12]=1[O:13][CH2:14][CH2:15][CH2:16][C:17]([O:19]CC)=[O:18])[N:9]=[CH:8][CH:7]=[C:6]2[O:22][C:23]1[CH:28]=[CH:27][C:26]([NH:29][C:30]([NH:32][C:33]2[CH:38]=[CH:37][C:36]([F:39])=[CH:35][CH:34]=2)=[O:31])=[C:25]([F:40])[CH:24]=1)#[N:2].[OH-].[Na+].O.Cl. (2) Given the product [CH3:42][N:43]([C:26]([CH2:25][N:24]([S:32]([C:35]1[CH:36]=[CH:37][CH:38]=[CH:39][CH:40]=1)(=[O:34])=[O:33])[C:15]1[CH:16]=[CH:17][C:18]([C:20]([F:22])([F:21])[F:23])=[CH:19][C:14]=1[O:13][CH2:12][C:9]1[CH:10]=[CH:11][C:6]([C:5]([OH:4])=[O:41])=[CH:7][CH:8]=1)=[O:28])[CH3:44], predict the reactants needed to synthesize it. The reactants are: COC[O:4][C:5](=[O:41])[C:6]1[CH:11]=[CH:10][C:9]([CH2:12][O:13][C:14]2[CH:19]=[C:18]([C:20]([F:23])([F:22])[F:21])[CH:17]=[CH:16][C:15]=2[N:24]([S:32]([C:35]2[CH:40]=[CH:39][CH:38]=[CH:37][CH:36]=2)(=[O:34])=[O:33])[CH2:25][C:26]([O:28]COC)=O)=[CH:8][CH:7]=1.[CH3:42][NH:43][CH3:44]. (3) The reactants are: [C:1]([CH2:4][C:5]1[N:6]=[C:7]([S:10][C:11]([CH3:16])([CH3:15])[C:12]([OH:14])=[O:13])[S:8][CH:9]=1)(O)=O.[CH2:17]([C:22]1[CH:28]=[CH:27][C:25]([NH2:26])=[CH:24][CH:23]=1)[CH2:18][CH2:19][CH2:20][CH3:21]. Given the product [CH3:15][C:11]([S:10][C:7]1[S:8][CH:9]=[C:5]([CH2:4][CH2:1][NH:26][C:25]2[CH:27]=[CH:28][C:22]([CH2:17][CH2:18][CH2:19][CH2:20][CH3:21])=[CH:23][CH:24]=2)[N:6]=1)([CH3:16])[C:12]([OH:14])=[O:13], predict the reactants needed to synthesize it.